From a dataset of Experimentally validated miRNA-target interactions with 360,000+ pairs, plus equal number of negative samples. Binary Classification. Given a miRNA mature sequence and a target amino acid sequence, predict their likelihood of interaction. The miRNA is hsa-miR-6085 with sequence AAGGGGCUGGGGGAGCACA. The protein sequence of the target gene is MEATTAGVGRLEEEALRRKERLKALREKTGRKDKEDGEPKTKHLREEEEEGEKHRELRLRNYVPEDEDLKKRRVPQAKPVAVEEKVKEQLEAAKPEPVIEEVDLANLAPRKPDWDLKRDVAKKLEKLKKRTQRAIAELIRERLKGQEDSLASAVDAATEQKTCDSD. Result: 0 (no interaction).